Predict which catalyst facilitates the given reaction. From a dataset of Catalyst prediction with 721,799 reactions and 888 catalyst types from USPTO. (1) Reactant: [H-].[Na+].[Cl:3][C:4]1[N:9]=[CH:8][C:7]([CH2:10][NH:11][C:12]2[N:16]=[C:15]([S:17][CH3:18])[NH:14][N:13]=2)=[CH:6][CH:5]=1.[C:19](Cl)(=[O:23])[C:20]#[C:21][CH3:22].O. Product: [Cl:3][C:4]1[N:9]=[CH:8][C:7]([CH2:10][N:11]2[C:21]([CH3:22])=[CH:20][C:19](=[O:23])[N:13]3[N:14]=[C:15]([S:17][CH3:18])[N:16]=[C:12]23)=[CH:6][CH:5]=1. The catalyst class is: 3. (2) Reactant: [Br:1][C:2]1[CH:3]=[C:4]([C:7]([F:10])=[CH:8][N:9]=1)[CH:5]=[O:6].[CH2:11](O)[CH2:12][OH:13].O.C1(C)C=CC(S(O)(=O)=O)=CC=1. Product: [Br:1][C:2]1[CH:3]=[C:4]([CH:5]2[O:13][CH2:12][CH2:11][O:6]2)[C:7]([F:10])=[CH:8][N:9]=1. The catalyst class is: 11. (3) Reactant: Br[C:2]1[CH:3]=[C:4]([CH:25]=[CH:26][N:27]=1)[C:5]([NH:7][C:8]1[S:9][C:10]2[C:16]([N:17]3[CH2:22][CH2:21][O:20][CH2:19][CH2:18]3)=[CH:15][CH:14]=[C:13]([O:23][CH3:24])[C:11]=2[N:12]=1)=[O:6].[H-].[Na+].[CH:30]1([OH:36])[CH2:35][CH2:34][CH2:33][CH2:32][CH2:31]1. The catalyst class is: 887. Product: [CH:30]1([O:36][C:2]2[CH:3]=[C:4]([CH:25]=[CH:26][N:27]=2)[C:5]([NH:7][C:8]2[S:9][C:10]3[C:16]([N:17]4[CH2:22][CH2:21][O:20][CH2:19][CH2:18]4)=[CH:15][CH:14]=[C:13]([O:23][CH3:24])[C:11]=3[N:12]=2)=[O:6])[CH2:35][CH2:34][CH2:33][CH2:32][CH2:31]1. (4) Reactant: C(=O)([O-])[O-].[K+].[K+].[CH:7]1([N:11]2[CH2:17][CH2:16][C:15]3[CH:18]=[C:19]([OH:22])[CH:20]=[CH:21][C:14]=3[CH2:13][CH2:12]2)[CH2:10][CH2:9][CH2:8]1.[F:23][C:24]1[CH:31]=[C:30]([F:32])[CH:29]=[CH:28][C:25]=1[CH2:26]Br.[I-].[K+]. Product: [CH:7]1([N:11]2[CH2:17][CH2:16][C:15]3[CH:18]=[C:19]([O:22][CH2:26][C:25]4[CH:28]=[CH:29][C:30]([F:32])=[CH:31][C:24]=4[F:23])[CH:20]=[CH:21][C:14]=3[CH2:13][CH2:12]2)[CH2:10][CH2:9][CH2:8]1. The catalyst class is: 131. (5) Reactant: [N:1]1([C:7]2[CH:8]=[CH:9][C:10]3[O:14][C:13]([C:15]([O:17][CH3:18])=[O:16])=[CH:12][C:11]=3[CH:19]=2)[CH2:6][CH2:5][NH:4][CH2:3][CH2:2]1.C1(C)C=CC(S(O[CH2:30][CH2:31][CH2:32][CH2:33][C:34]2[C:42]3[C:37](=[CH:38][CH:39]=[C:40]([C:43]#[N:44])[CH:41]=3)[NH:36][CH:35]=2)(=O)=O)=CC=1.C(N(CC)CC)C.CN(C)C=O. Product: [C:43]([C:40]1[CH:41]=[C:42]2[C:37](=[CH:38][CH:39]=1)[NH:36][CH:35]=[C:34]2[CH2:33][CH2:32][CH2:31][CH2:30][N:4]1[CH2:3][CH2:2][N:1]([C:7]2[CH:8]=[CH:9][C:10]3[O:14][C:13]([C:15]([O:17][CH3:18])=[O:16])=[CH:12][C:11]=3[CH:19]=2)[CH2:6][CH2:5]1)#[N:44]. The catalyst class is: 6. (6) Reactant: Br[C:2]1[S:3][C:4]([C:7]2[N:8]=[N:9][N:10]([CH2:12][C:13]([O:15][C:16]([CH3:19])([CH3:18])[CH3:17])=[O:14])[N:11]=2)=[CH:5][N:6]=1.F[C:21]([F:26])(F)[C:22](O)=O.[Cl:27][C:28]1C=C[C:31](F)=[CH:30][C:29]=1[N:35]1[CH2:38][C:37]2([CH2:41][NH:40][CH2:39]2)[CH2:36]1.C1CCN2C(=NCCC2)CC1.Cl. Product: [Cl:27][C:28]1[C:21]([F:26])=[CH:22][CH:31]=[CH:30][C:29]=1[N:35]1[CH2:36][C:37]2([CH2:41][N:40]([C:2]3[S:3][C:4]([C:7]4[N:8]=[N:9][N:10]([CH2:12][C:13]([O:15][C:16]([CH3:19])([CH3:18])[CH3:17])=[O:14])[N:11]=4)=[CH:5][N:6]=3)[CH2:39]2)[CH2:38]1. The catalyst class is: 296. (7) Reactant: Cl[CH2:2][C:3]([NH:5][C:6]1[CH:19]=[CH:18][C:17]2[C:16](=[O:20])[C:15]3[C:10](=[CH:11][C:12]([NH:21][C:22](=[O:25])[CH2:23]Cl)=[CH:13][CH:14]=3)[C:9](=[O:26])[C:8]=2[CH:7]=1)=[O:4].[NH:27]1[CH2:31][CH2:30][CH2:29][CH2:28]1.[N:32]1[CH:37]=[CH:36][CH:35]=[CH:34]C=1. Product: [N:27]1([CH2:2][C:3]([NH:5][C:6]2[CH:19]=[CH:18][C:17]3[C:16](=[O:20])[C:15]4[C:10](=[CH:11][C:12]([NH:21][C:22](=[O:25])[CH2:23][N:32]5[CH2:34][CH2:35][CH2:36][CH2:37]5)=[CH:13][CH:14]=4)[C:9](=[O:26])[C:8]=3[CH:7]=2)=[O:4])[CH2:31][CH2:30][CH2:29][CH2:28]1. The catalyst class is: 9.